Predict the product of the given reaction. From a dataset of Forward reaction prediction with 1.9M reactions from USPTO patents (1976-2016). (1) Given the reactants [F:1][C:2]([F:13])([F:12])[C:3]([NH:5][C:6]([CH3:11])([CH3:10])[C:7](O)=[O:8])=[O:4].S(Cl)([Cl:16])=O, predict the reaction product. The product is: [F:1][C:2]([F:13])([F:12])[C:3]([NH:5][C:6]([CH3:11])([CH3:10])[C:7]([Cl:16])=[O:8])=[O:4]. (2) Given the reactants [CH2:1]([O:8][C:9]1[C:10]2[N:11]([C:16]([C:20](O)=[O:21])=[C:17]([CH3:19])[N:18]=2)[CH:12]=[C:13]([CH3:15])[CH:14]=1)[C:2]1[CH:7]=[CH:6][CH:5]=[CH:4][CH:3]=1.CN(C(ON1N=NC2C=CC=NC1=2)=[N+](C)C)C.F[P-](F)(F)(F)(F)F.C(N(CC)C(C)C)(C)C.[NH2:56][CH2:57][C:58]([NH:63][C:64](=[O:70])[O:65][C:66]([CH3:69])([CH3:68])[CH3:67])([CH3:62])[CH2:59][CH2:60][CH3:61], predict the reaction product. The product is: [C:66]([O:65][C:64](=[O:70])[NH:63][C:58]([CH3:62])([CH2:59][CH2:60][CH3:61])[CH2:57][NH:56][C:20]([C:16]1[N:11]2[CH:12]=[C:13]([CH3:15])[CH:14]=[C:9]([O:8][CH2:1][C:2]3[CH:7]=[CH:6][CH:5]=[CH:4][CH:3]=3)[C:10]2=[N:18][C:17]=1[CH3:19])=[O:21])([CH3:69])([CH3:68])[CH3:67]. (3) Given the reactants [OH2:1].S(=O)(=O)(O)[OH:3].[CH3:7][C:8]1[C:16]([C:17]#N)=[CH:15][CH:14]=[C:13]2[C:9]=1[CH:10]=[N:11][NH:12]2, predict the reaction product. The product is: [CH3:7][C:8]1[C:16]([C:17]([OH:3])=[O:1])=[CH:15][CH:14]=[C:13]2[C:9]=1[CH:10]=[N:11][NH:12]2. (4) Given the reactants [NH2:1][C:2]1[CH:3]=[N:4][C:5]2[C:10]([C:11]=1[NH:12][CH2:13][CH2:14][CH2:15][CH2:16][NH:17][C:18](=[O:24])[O:19][C:20]([CH3:23])([CH3:22])[CH3:21])=[CH:9][CH:8]=[C:7]([O:25][CH2:26][C:27]1[CH:32]=[CH:31][CH:30]=[CH:29][CH:28]=1)[CH:6]=2.[CH2:33]([O:35][CH2:36][C:37](Cl)=O)[CH3:34].C(N(CC)CC)C, predict the reaction product. The product is: [CH2:26]([O:25][C:7]1[CH:8]=[CH:9][C:10]2[C:11]3[N:12]([CH2:13][CH2:14][CH2:15][CH2:16][NH:17][C:18](=[O:24])[O:19][C:20]([CH3:23])([CH3:22])[CH3:21])[C:34]([CH2:33][O:35][CH2:36][CH3:37])=[N:1][C:2]=3[CH:3]=[N:4][C:5]=2[CH:6]=1)[C:27]1[CH:28]=[CH:29][CH:30]=[CH:31][CH:32]=1. (5) The product is: [CH3:28][O:27][C:6]1[CH:7]=[C:8]2[C:13](=[CH:14][C:5]=1[O:4][CH2:3][CH2:2][N:38]1[CH2:39][CH2:40][CH2:41][CH:36]([OH:35])[CH2:37]1)[N:12]=[CH:11][CH:10]=[C:9]2[O:15][C:16]1[C:17]([CH3:26])=[N:18][C:19]2[C:24]([CH:25]=1)=[CH:23][CH:22]=[CH:21][N:20]=2. Given the reactants Cl[CH2:2][CH2:3][O:4][C:5]1[CH:14]=[C:13]2[C:8]([C:9]([O:15][C:16]3[C:17]([CH3:26])=[N:18][C:19]4[C:24]([CH:25]=3)=[CH:23][CH:22]=[CH:21][N:20]=4)=[CH:10][CH:11]=[N:12]2)=[CH:7][C:6]=1[O:27][CH3:28].C(=O)([O-])[O-].[K+].[K+].[OH:35][CH:36]1[CH2:41][CH2:40][CH2:39][NH:38][CH2:37]1, predict the reaction product.